From a dataset of Reaction yield outcomes from USPTO patents with 853,638 reactions. Predict the reaction yield, written as a fraction of the theoretical maximum amount of product (1.0 means a 100% yield; for example, 0.34 means a 34% yield). (1) The product is [O:11]=[C:1]([CH2:2][CH2:3][CH2:4][CH2:5][CH2:6][CH2:7][CH2:8][CH2:9][CH3:10])[CH2:12][C:13]([O:14][CH2:15][CH3:19])=[O:21]. The reactants are [C:1]([CH:12]1C(=O)O[C:15](C)([CH3:19])[O:14][C:13]1=[O:21])(=[O:11])[CH2:2][CH2:3][CH2:4][CH2:5][CH2:6][CH2:7][CH2:8][CH2:9][CH3:10]. The yield is 0.980. The catalyst is C(O)C. (2) The reactants are [Cl:1][C:2]1[CH:3]=[C:4]([C:8]2[C:13]3[N:14]=[C:15](N)[S:16][C:12]=3[CH:11]=[C:10]([CH2:18][C:19]3[CH:24]=[CH:23][C:22]([N+:25]([O-:27])=[O:26])=[CH:21][CH:20]=3)[C:9]=2[F:28])[CH:5]=[CH:6][CH:7]=1.N([O-])=O.[Na+].[PH2](O)=O.C([O-])([O-])=O.[Na+].[Na+]. The catalyst is P(=O)(O)(O)O.O. The product is [Cl:1][C:2]1[CH:3]=[C:4]([C:8]2[C:13]3[N:14]=[CH:15][S:16][C:12]=3[CH:11]=[C:10]([CH2:18][C:19]3[CH:24]=[CH:23][C:22]([N+:25]([O-:27])=[O:26])=[CH:21][CH:20]=3)[C:9]=2[F:28])[CH:5]=[CH:6][CH:7]=1. The yield is 0.530. (3) The yield is 0.510. The product is [Br:20][C:21]1[CH:28]=[CH:27][C:24](/[CH:25]=[N:1]/[N:2]2[C:11](=[O:12])[C:10]3[C:5](=[N:6][CH:7]=[CH:8][N:9]=3)[N:4]=[C:3]2[C:13]2[CH:18]=[CH:17][C:16]([F:19])=[CH:15][CH:14]=2)=[CH:23][CH:22]=1. The reactants are [NH2:1][N:2]1[C:11](=[O:12])[C:10]2[C:5](=[N:6][CH:7]=[CH:8][N:9]=2)[N:4]=[C:3]1[C:13]1[CH:18]=[CH:17][C:16]([F:19])=[CH:15][CH:14]=1.[Br:20][C:21]1[CH:28]=[CH:27][C:24]([CH:25]=O)=[CH:23][CH:22]=1.C(O[BH-](OC(=O)C)OC(=O)C)(=O)C.[Na+].C(OCC)(=O)C. The catalyst is CN(C=O)C. (4) The reactants are [CH3:1][C:2]1([CH3:8])[CH2:6][O:5][C:4](=[O:7])[NH:3]1.[H-].[Na+].I[C:12]1[O:13][CH:14]=[C:15]([C:17]2[CH:24]=[CH:23][C:20]([C:21]#[N:22])=[CH:19][CH:18]=2)[N:16]=1. The catalyst is C(OCC)(=O)C. The product is [CH3:1][C:2]1([CH3:8])[CH2:6][O:5][C:4](=[O:7])[N:3]1[C:12]1[O:13][CH:14]=[C:15]([C:17]2[CH:18]=[CH:19][C:20]([C:21]#[N:22])=[CH:23][CH:24]=2)[N:16]=1. The yield is 0.0400. (5) The reactants are [NH2:1][C:2]1[CH:7]=[CH:6][CH:5]=[CH:4][CH:3]=1.Cl[C:9]1[CH:17]=[CH:16][C:15]([N+:18]([O-:20])=[O:19])=[CH:14][C:10]=1[C:11]([OH:13])=[O:12].C(=O)([O-])[O-].[Na+].[Na+].C. The catalyst is O.C(O)CO. The product is [C:2]1([NH:1][C:9]2[C:10](=[CH:14][C:15]([N+:18]([O-:20])=[O:19])=[CH:16][CH:17]=2)[C:11]([OH:13])=[O:12])[CH:7]=[CH:6][CH:5]=[CH:4][CH:3]=1. The yield is 0.440. (6) The reactants are [CH2:1](O)[CH2:2][CH3:3].CC1C=CC=C(C)N=1.FC(F)(F)S(OS(C(F)(F)F)(=O)=O)(=O)=O.[CH2:28]([O:35][NH2:36])[C:29]1[CH:34]=[CH:33][CH:32]=[CH:31][CH:30]=1. The catalyst is C(Cl)Cl. The product is [CH2:28]([O:35][NH:36][CH2:1][CH2:2][CH3:3])[C:29]1[CH:34]=[CH:33][CH:32]=[CH:31][CH:30]=1. The yield is 0.750. (7) The reactants are Br[C:2]1[N:3]=[C:4]2[C:10]([C:11](=[O:16])[C:12]([CH3:15])([CH3:14])[CH3:13])=[CH:9][N:8]([CH2:17][O:18][CH2:19][CH2:20][Si:21]([CH3:24])([CH3:23])[CH3:22])[C:5]2=[N:6][CH:7]=1.[NH:25]1[CH:29]=[CH:28][CH:27]=[CH:26]1.[C:30](=[O:33])([O-])[O-].[Cs+].[Cs+].[NH:36]1[CH2:43][CH2:42][CH2:41][C@H]1C(O)=O. The catalyst is CS(C)=O.[Cu]I. The product is [N:36]1([C:30]([C:27]2[CH:28]=[CH:29][N:25]([C:2]3[N:3]=[C:4]4[C:10]([C:11](=[O:16])[C:12]([CH3:15])([CH3:14])[CH3:13])=[CH:9][N:8]([CH2:17][O:18][CH2:19][CH2:20][Si:21]([CH3:24])([CH3:23])[CH3:22])[C:5]4=[N:6][CH:7]=3)[CH:26]=2)=[O:33])[CH2:41][CH2:42][CH2:43]1. The yield is 0.320. (8) The reactants are [OH:1][C:2]1[S:3][C:4]2[CH:10]=[CH:9][CH:8]=[CH:7][C:5]=2[N:6]=1.C(=O)([O-])[O-].[K+].[K+].Br[CH2:18][CH2:19][CH2:20][Cl:21]. The catalyst is CN(C)C=O.C(OCC)(=O)C. The product is [Cl:21][CH2:20][CH2:19][CH2:18][N:6]1[C:5]2[CH:7]=[CH:8][CH:9]=[CH:10][C:4]=2[S:3][C:2]1=[O:1]. The yield is 0.950.